Dataset: Catalyst prediction with 721,799 reactions and 888 catalyst types from USPTO. Task: Predict which catalyst facilitates the given reaction. (1) Reactant: F[C:2]1[CH:9]=[CH:8][C:5]([CH:6]=[O:7])=[CH:4][CH:3]=1.[CH3:10][CH:11]1[CH2:16][NH:15][CH2:14][CH2:13][NH:12]1.C([O-])([O-])=O.[K+].[K+]. Product: [CH3:10][CH:11]1[NH:12][CH2:13][CH2:14][N:15]([C:2]2[CH:9]=[CH:8][C:5]([CH:6]=[O:7])=[CH:4][CH:3]=2)[CH2:16]1. The catalyst class is: 18. (2) Reactant: [C:1]([O:5][C:6]([N:8]1[CH2:13][CH2:12][NH:11][C:10](=[O:14])[CH2:9]1)=[O:7])([CH3:4])([CH3:3])[CH3:2].[H-].[Na+].[CH2:17](I)[CH3:18].O. Product: [C:1]([O:5][C:6]([N:8]1[CH2:13][CH2:12][N:11]([CH2:17][CH3:18])[C:10](=[O:14])[CH2:9]1)=[O:7])([CH3:4])([CH3:2])[CH3:3]. The catalyst class is: 42. (3) Reactant: CN(C(ON1N=NC2C=CC=NC1=2)=[N+](C)C)C.F[P-](F)(F)(F)(F)F.[CH3:25][O:26][C@:27]1([C:36]2[CH:45]=[CH:44][C:43]3[C:38](=[CH:39][C:40]([CH:48]=[CH2:49])=[C:41]([O:46][CH3:47])[CH:42]=3)[CH:37]=2)[CH2:31][NH:30][C@H:29]([C:32]([O:34][CH3:35])=[O:33])[CH2:28]1.[CH3:50][C:51]([CH3:66])([CH3:65])[C@H:52]([NH:56][C:57]([O:59][CH2:60][CH2:61][CH2:62][CH:63]=[CH2:64])=[O:58])[C:53](O)=[O:54].CCN(C(C)C)C(C)C. Product: [CH3:50][C:51]([CH3:66])([CH3:65])[C@H:52]([NH:56][C:57]([O:59][CH2:60][CH2:61][CH2:62][CH:63]=[CH2:64])=[O:58])[C:53]([N:30]1[CH2:31][C@:27]([O:26][CH3:25])([C:36]2[CH:45]=[CH:44][C:43]3[C:38](=[CH:39][C:40]([CH:48]=[CH2:49])=[C:41]([O:46][CH3:47])[CH:42]=3)[CH:37]=2)[CH2:28][C@H:29]1[C:32]([O:34][CH3:35])=[O:33])=[O:54]. The catalyst class is: 2. (4) Reactant: Cl.[NH2:2][C@H:3]1[CH2:9][O:8][C:7]2[CH:10]=[CH:11][CH:12]=[CH:13][C:6]=2[N:5]([CH2:14][C:15]2[C:24]3[C:19](=[CH:20][C:21]([Br:25])=[CH:22][CH:23]=3)[CH:18]=[CH:17][C:16]=2[O:26][CH3:27])[C:4]1=[O:28].[C:29]([O:33][C:34]([NH:36][C@@H:37]([CH2:41][CH3:42])[C:38](O)=[O:39])=[O:35])([CH3:32])([CH3:31])[CH3:30].CCN(C(C)C)C(C)C.CN(C(ON1N=NC2C=CC=CC1=2)=[N+](C)C)C.F[P-](F)(F)(F)(F)F. Product: [Br:25][C:21]1[CH:20]=[C:19]2[C:24](=[CH:23][CH:22]=1)[C:15]([CH2:14][N:5]1[C:4](=[O:28])[C@@H:3]([NH:2][C:38](=[O:39])[C@@H:37]([NH:36][C:34](=[O:35])[O:33][C:29]([CH3:31])([CH3:30])[CH3:32])[CH2:41][CH3:42])[CH2:9][O:8][C:7]3[CH:10]=[CH:11][CH:12]=[CH:13][C:6]1=3)=[C:16]([O:26][CH3:27])[CH:17]=[CH:18]2. The catalyst class is: 31.